From a dataset of CYP2D6 inhibition data for predicting drug metabolism from PubChem BioAssay. Regression/Classification. Given a drug SMILES string, predict its absorption, distribution, metabolism, or excretion properties. Task type varies by dataset: regression for continuous measurements (e.g., permeability, clearance, half-life) or binary classification for categorical outcomes (e.g., BBB penetration, CYP inhibition). Dataset: cyp2d6_veith. (1) The molecule is COc1ccc(NC(=O)N2CC[C@@]3(CCCN(C(=O)c4cccc(F)c4)C3)C2)cc1. The result is 0 (non-inhibitor). (2) The drug is Cc1cc(C)cc(N(C(=O)c2ccccn2)C(C(=O)NC2CCCCC2)c2cccs2)c1. The result is 0 (non-inhibitor). (3) The drug is Cc1cccc(N(NC(=O)C(C)(C)O)C(=O)c2ccccc2)c1. The result is 0 (non-inhibitor). (4) The molecule is Cc1ccc(C(=O)C2C(=O)c3ccccc3C2=O)cc1. The result is 0 (non-inhibitor). (5) The compound is Cc1ccc(SCc2nc3ccccc3n2CC(=O)Nc2ccc(Cl)cc2)cc1. The result is 1 (inhibitor).